From a dataset of In vitro SARS-CoV-2 activity screen of 1,480 approved drugs from Prestwick library. Binary Classification. Given a drug SMILES string, predict its activity (active/inactive) in a high-throughput screening assay against a specified biological target. (1) The molecule is Cl.c1ccc(CN(CC2=NCCN2)c2ccccc2)cc1. The result is 0 (inactive). (2) The compound is Cc1scc2c1N(C(=O)CN1CCN(C)CC1)c1ccccc1NC2=O.Cl.Cl. The result is 0 (inactive). (3) The drug is CO[C@@H]1[C@@H](OC2OC(C)C(OC3CC(C)(O)C(O)C(C)O3)C(N(C)C)C2O)[C@@H](CC=O)C[C@@H](C)[C@@H](OC2CCC(N(C)C)C(C)O2)/C=C/C=C/C[C@@H](C)OC(=O)C[C@H]1O. The result is 0 (inactive). (4) The drug is CC(C)[C@H](N)C(=O)OCCOCn1cnc2c(=O)[nH]c(N)nc21.Cl. The result is 0 (inactive). (5) The drug is CC[C@H]1OC(=O)[C@H](C)[C@@H](O[C@H]2C[C@@](C)(OC)[C@@H](O)[C@H](C)O2)[C@H](C)[C@@H](O[C@@H]2O[C@H](C)C[C@H](N(C)C)[C@H]2O)[C@](C)(O)C[C@@H](C)CN(C)[C@H](C)[C@@H](O)[C@]1(C)O. The result is 1 (active). (6) The compound is COc1ccc(CC2c3cc(OC)c(OC)cc3CC[N+]2(C)CCC(=O)OCCCCCOC(=O)CC[N+]2(C)CCc3cc(OC)c(OC)cc3C2Cc2ccc(OC)c(OC)c2)cc1OC.O=S(=O)([O-])c1ccccc1.O=S(=O)([O-])c1ccccc1. The result is 0 (inactive).